Dataset: Full USPTO retrosynthesis dataset with 1.9M reactions from patents (1976-2016). Task: Predict the reactants needed to synthesize the given product. (1) Given the product [C:9]([C:8]1[CH:12]=[C:13]([C:15]([O:17][CH2:18][CH3:19])=[O:16])[CH:14]=[C:6]([CH:7]=1)[C:4]([O:3][CH2:1][CH3:2])=[O:5])(=[O:10])[NH2:20], predict the reactants needed to synthesize it. The reactants are: [CH2:1]([O:3][C:4]([C:6]1[CH:7]=[C:8]([CH:12]=[C:13]([C:15]([O:17][CH2:18][CH3:19])=[O:16])[CH:14]=1)[C:9](O)=[O:10])=[O:5])[CH3:2].[N:20]1C=CC=CC=1.CC(OC(OC(OC(C)(C)C)=O)=O)(C)C.CCOC(C)=O. (2) Given the product [C:16]([C:11]1[CH:12]=[CH:13][CH:14]=[CH:15][C:10]=1[S:7]([N:6]1[C:2]([C:30]2[CH:29]=[N:28][CH:33]=[CH:32][CH:31]=2)=[CH:3][C:4]([CH2:18][N:19]([CH3:27])[C:20](=[O:26])[O:21][C:22]([CH3:25])([CH3:24])[CH3:23])=[CH:5]1)(=[O:9])=[O:8])#[N:17], predict the reactants needed to synthesize it. The reactants are: Br[C:2]1[N:6]([S:7]([C:10]2[CH:15]=[CH:14][CH:13]=[CH:12][C:11]=2[C:16]#[N:17])(=[O:9])=[O:8])[CH:5]=[C:4]([CH2:18][N:19]([CH3:27])[C:20](=[O:26])[O:21][C:22]([CH3:25])([CH3:24])[CH3:23])[CH:3]=1.[N:28]1[CH:33]=[CH:32][CH:31]=[C:30](B(O)O)[CH:29]=1.C(=O)([O-])[O-].[Na+].[Na+]. (3) Given the product [CH3:3][N:4]([CH2:12][C:13]1[CH:17]=[C:16]([N:18]([CH3:32])[C:19]2[CH:20]=[CH:21][CH:22]=[CH:23][CH:24]=2)[N:15]([C:25]2[CH:30]=[CH:29][CH:28]=[CH:27][CH:26]=2)[N:14]=1)[C:5](=[O:11])[O:6][C:7]([CH3:10])([CH3:8])[CH3:9], predict the reactants needed to synthesize it. The reactants are: [H-].[Na+].[CH3:3][N:4]([CH2:12][C:13]1[CH:17]=[C:16]([NH:18][C:19]2[CH:24]=[CH:23][CH:22]=[CH:21][CH:20]=2)[N:15]([C:25]2[CH:30]=[CH:29][CH:28]=[CH:27][CH:26]=2)[N:14]=1)[C:5](=[O:11])[O:6][C:7]([CH3:10])([CH3:9])[CH3:8].I[CH3:32].O. (4) Given the product [C:1]([N:5]1[CH:9]=[C:8]([CH2:10][C:11]2[O:12][CH:13]=[CH:14][CH:15]=2)[C:7](=[NH:16])[S:6]1)([CH3:4])([CH3:2])[CH3:3], predict the reactants needed to synthesize it. The reactants are: [C:1]([N:5]1[CH:9]=[C:8]([CH2:10][C:11]2[O:12][CH:13]=[CH:14][CH:15]=2)/[C:7](=[N:16]/C(=O)OCC)/[S:6]1)([CH3:4])([CH3:3])[CH3:2].[Si](I)(C)(C)C. (5) Given the product [F:74][C:75]1[CH:76]=[CH:2][CH:3]=[CH:4][C:5]=1[O:6][C:7](=[O:33])[NH:8][CH:9]([C:61]1[CH:62]=[CH:63][CH:64]=[CH:65][CH:66]=1)[CH2:10][CH2:11][CH2:12][CH2:13][CH2:14][N:15]1[C:19]([C:20]2[CH:25]=[CH:24][CH:23]=[CH:22][CH:21]=2)=[C:18]([C:26]2[CH:31]=[CH:30][CH:29]=[CH:28][CH:27]=2)[N:17]=[C:16]1[CH3:32], predict the reactants needed to synthesize it. The reactants are: Cl[CH2:2][CH2:3][CH2:4][CH2:5][O:6][C:7](=[O:33])[NH:8][CH2:9][CH2:10][CH2:11][CH2:12][CH2:13][CH2:14][N:15]1[C:19]([C:20]2[CH:25]=[CH:24][CH:23]=[CH:22][CH:21]=2)=[C:18]([C:26]2[CH:31]=[CH:30][CH:29]=[CH:28][CH:27]=2)[N:17]=[C:16]1[CH3:32].CC1N(CCCCCC([C:61]2[CH:66]=[CH:65][CH:64]=[CH:63][CH:62]=2)C(O)=O)C([C:61]2[CH:66]=[CH:65][CH:64]=[CH:63][CH:62]=2)=C([C:61]2[CH:66]=[CH:65][CH:64]=[CH:63][CH:62]=2)N=1.C(N(CC)CC)C.[F:74][C:75]1C=CC=C[C:76]=1O. (6) Given the product [I:28][C:5]1[CH:7]=[C:8]([C:11]([F:14])([F:13])[F:12])[CH:9]=[CH:10][C:4]=1[C:3]([F:16])([F:15])[F:2], predict the reactants needed to synthesize it. The reactants are: Cl.[F:2][C:3]([F:16])([F:15])[C:4]1[CH:10]=[CH:9][C:8]([C:11]([F:14])([F:13])[F:12])=[CH:7][C:5]=1N.N([O-])=O.[Na+].NC1C=CC=CC=1.[I-:28].[K+].